Dataset: Full USPTO retrosynthesis dataset with 1.9M reactions from patents (1976-2016). Task: Predict the reactants needed to synthesize the given product. (1) The reactants are: CN([CH:4]=[C:5]1[C:9]([CH3:11])([CH3:10])[O:8][C:7]([CH3:13])([CH3:12])[C:6]1=O)C.C(O)(=O)C.[NH2:19][C:20]([NH2:22])=[NH:21].C[O-].[Na+]. Given the product [CH3:10][C:9]1([CH3:11])[C:5]2[CH:4]=[N:19][C:20]([NH2:22])=[N:21][C:6]=2[C:7]([CH3:13])([CH3:12])[O:8]1, predict the reactants needed to synthesize it. (2) Given the product [CH:18]1([C:16]([NH:15][C:13]2[N:14]=[C:9]3[CH:8]=[CH:7][C:6]([O:5][C:4]4[C:3]([CH3:24])=[C:2]([NH:1][C:31]([C:30]5[N:26]([CH3:25])[N:27]=[C:28]([CH3:34])[CH:29]=5)=[O:32])[CH:23]=[CH:22][CH:21]=4)=[N:11][N:10]3[CH:12]=2)=[O:17])[CH2:20][CH2:19]1, predict the reactants needed to synthesize it. The reactants are: [NH2:1][C:2]1[C:3]([CH3:24])=[C:4]([CH:21]=[CH:22][CH:23]=1)[O:5][C:6]1[CH:7]=[CH:8][C:9]2[N:10]([CH:12]=[C:13]([NH:15][C:16]([CH:18]3[CH2:20][CH2:19]3)=[O:17])[N:14]=2)[N:11]=1.[CH3:25][N:26]1[C:30]([C:31](Cl)=[O:32])=[CH:29][C:28]([CH3:34])=[N:27]1.C(N(CC)CC)C. (3) Given the product [C:1]([C:3]1[CH:33]=[CH:32][C:6]([C:7]([NH:9][C:10]2[CH:31]=[CH:30][C:13]([CH2:14][N:15]3[C:23]4[C:18](=[CH:19][CH:20]=[CH:21][CH:22]=4)[C:17]([CH2:24][C:25]([OH:27])=[O:26])=[N:16]3)=[CH:12][CH:11]=2)=[O:8])=[CH:5][CH:4]=1)#[N:2], predict the reactants needed to synthesize it. The reactants are: [C:1]([C:3]1[CH:33]=[CH:32][C:6]([C:7]([NH:9][C:10]2[CH:31]=[CH:30][C:13]([CH2:14][N:15]3[C:23]4[C:18](=[CH:19][CH:20]=[CH:21][CH:22]=4)[C:17]([CH2:24][C:25]([O:27]CC)=[O:26])=[N:16]3)=[CH:12][CH:11]=2)=[O:8])=[CH:5][CH:4]=1)#[N:2].O.[OH-].[Li+].O.Cl. (4) Given the product [CH:27]1([C:25]([NH:24][C@@H:23]2[C@H:19]3[O:18][CH2:17][C@H:16]([NH:15][C:4](=[O:6])[C:3]4[C:7]([CH3:14])=[C:8]([CH3:13])[C:9]([CH3:12])=[C:10]([CH3:11])[C:2]=4[CH3:1])[C@H:20]3[O:21][CH2:22]2)=[O:26])[CH2:28][CH2:29]1, predict the reactants needed to synthesize it. The reactants are: [CH3:1][C:2]1[C:10]([CH3:11])=[C:9]([CH3:12])[C:8]([CH3:13])=[C:7]([CH3:14])[C:3]=1[C:4]([OH:6])=O.[NH2:15][C@@H:16]1[C@H:20]2[O:21][CH2:22][C@H:23]([NH:24][C:25]([CH:27]3[CH2:29][CH2:28]3)=[O:26])[C@H:19]2[O:18][CH2:17]1. (5) Given the product [O:1]1[CH:5]=[CH:4][N:3]=[C:2]1[CH:6]([C:8]1[CH:9]=[CH:10][CH:11]=[CH:12][CH:13]=1)[NH:7][C:24](=[O:25])[CH2:23][C:20]1[CH:21]=[CH:22][C:17]([CH:14]([CH3:15])[CH3:16])=[CH:18][CH:19]=1, predict the reactants needed to synthesize it. The reactants are: [O:1]1[CH:5]=[CH:4][N:3]=[C:2]1[CH:6]([C:8]1[CH:13]=[CH:12][CH:11]=[CH:10][CH:9]=1)[NH2:7].[CH:14]([C:17]1[CH:22]=[CH:21][C:20]([CH2:23][C:24](O)=[O:25])=[CH:19][CH:18]=1)([CH3:16])[CH3:15].C1C=NC2N(O)N=NC=2C=1.C(Cl)CCl.